This data is from Orexin1 receptor HTS with 218,158 compounds and 233 confirmed actives. The task is: Binary Classification. Given a drug SMILES string, predict its activity (active/inactive) in a high-throughput screening assay against a specified biological target. (1) The compound is O=C(N1C2CCC1C(=C(C2)c1c(OC)c(OC)ccc1)C(OC)=O)NCc1occc1. The result is 0 (inactive). (2) The molecule is S(CC(=O)Nc1c(N2CCCCC2)cccc1)CC(=O)Nc1cc(ccc1)C. The result is 0 (inactive). (3) The drug is S(=O)(=O)(N1CCCN(CC1)C(=O)c1[nH]c2c(c1)cccc2)c1ccc(cc1)C. The result is 1 (active). (4) The drug is Oc1c(nc(cc1)C)CCc1ccccc1. The result is 0 (inactive).